Dataset: Reaction yield outcomes from USPTO patents with 853,638 reactions. Task: Predict the reaction yield, written as a fraction of the theoretical maximum amount of product (1.0 means a 100% yield; for example, 0.34 means a 34% yield). (1) The yield is 0.460. The reactants are Br[C:2]1[CH:3]=[C:4]([S:8]([NH:11][C:12]2[C:13]([OH:21])=[C:14]([CH:18]=[CH:19][CH:20]=2)[C:15]([OH:17])=[O:16])(=[O:10])=[O:9])[S:5][C:6]=1[Cl:7].[O:22]1[C:26]2[CH:27]=[CH:28][C:29](B(O)O)=[CH:30][C:25]=2[CH2:24][CH2:23]1. No catalyst specified. The product is [Cl:7][C:6]1[S:5][C:4]([S:8]([NH:11][C:12]2[C:13]([OH:21])=[C:14]([CH:18]=[CH:19][CH:20]=2)[C:15]([OH:17])=[O:16])(=[O:10])=[O:9])=[CH:3][C:2]=1[C:29]1[CH:28]=[CH:27][C:26]2[O:22][CH2:23][CH2:24][C:25]=2[CH:30]=1. (2) The reactants are [CH:1]1[C:11]2[CH2:10][CH2:9][C:8]3[CH:12]=[CH:13][CH:14]=[CH:15][C:7]=3[NH:6][C:5]=2[CH:4]=[CH:3][C:2]=1[CH2:16][OH:17]. The catalyst is C(Cl)(Cl)Cl.[O-2].[O-2].[Mn+4]. The product is [CH:1]1[C:11]2[CH2:10][CH2:9][C:8]3[CH:12]=[CH:13][CH:14]=[CH:15][C:7]=3[NH:6][C:5]=2[CH:4]=[CH:3][C:2]=1[CH:16]=[O:17]. The yield is 0.670. (3) The reactants are [NH2:1][C:2]1[CH:3]=[C:4]([CH:21]=[CH:22][CH:23]=1)[O:5][C:6]1[CH:7]=[CH:8][C:9]2[N:10]([CH:12]=[C:13]([NH:15][C:16]([CH:18]3[CH2:20][CH2:19]3)=[O:17])[N:14]=2)[N:11]=1.[CH3:24][C:25]1[C:29]([C:30](Cl)=[O:31])=[C:28]([CH3:33])[O:27][N:26]=1. The catalyst is CN(C)C(=O)C. The product is [CH:18]1([C:16]([NH:15][C:13]2[N:14]=[C:9]3[CH:8]=[CH:7][C:6]([O:5][C:4]4[CH:3]=[C:2]([NH:1][C:30]([C:29]5[C:25]([CH3:24])=[N:26][O:27][C:28]=5[CH3:33])=[O:31])[CH:23]=[CH:22][CH:21]=4)=[N:11][N:10]3[CH:12]=2)=[O:17])[CH2:20][CH2:19]1. The yield is 0.730. (4) The reactants are [Cl:1][C:2]1[CH:25]=[C:24]([C:26]([F:29])([F:28])[F:27])[CH:23]=[CH:22][C:3]=1[CH2:4][N:5]1[C:9](/[CH:10]=[CH:11]/[C:12]([O:14][CH2:15][CH3:16])=[O:13])=[CH:8][C:7]([O:17][CH2:18][CH:19]2[CH2:21][CH2:20]2)=[N:6]1. The yield is 0.940. The product is [Cl:1][C:2]1[CH:25]=[C:24]([C:26]([F:29])([F:27])[F:28])[CH:23]=[CH:22][C:3]=1[CH2:4][N:5]1[C:9]([CH2:10][CH2:11][C:12]([O:14][CH2:15][CH3:16])=[O:13])=[CH:8][C:7]([O:17][CH2:18][CH:19]2[CH2:21][CH2:20]2)=[N:6]1. The catalyst is [C].[Pd].O1CCCC1. (5) The reactants are [CH3:1][O:2][C:3](=[O:30])[C:4]1[CH:16]=[C:15]([Sn](CCCC)(CCCC)CCCC)[CH:14]=[C:6]([C:7]([N:9]([CH3:13])[CH2:10][CH2:11][CH3:12])=[O:8])[CH:5]=1.Cl.[C:32](Cl)(=[O:39])[C:33]1[CH:38]=[CH:37][CH:36]=[N:35][CH:34]=1.C(P(C(C)(C)C)C1C=CC=CC=1C1C=CC=CC=1)(C)(C)C. The catalyst is C1C=CC(/C=C/C(/C=C/C2C=CC=CC=2)=O)=CC=1.C1C=CC(/C=C/C(/C=C/C2C=CC=CC=2)=O)=CC=1.[Pd].C1COCC1. The product is [CH3:1][O:2][C:3](=[O:30])[C:4]1[CH:16]=[C:15]([C:32]([C:33]2[CH:34]=[N:35][CH:36]=[CH:37][CH:38]=2)=[O:39])[CH:14]=[C:6]([C:7]([N:9]([CH3:13])[CH2:10][CH2:11][CH3:12])=[O:8])[CH:5]=1. The yield is 0.210.